This data is from Reaction yield outcomes from USPTO patents with 853,638 reactions. The task is: Predict the reaction yield, written as a fraction of the theoretical maximum amount of product (1.0 means a 100% yield; for example, 0.34 means a 34% yield). (1) The reactants are O[C@H:2]1[CH2:6][N:5]([C:7]([O:9][C:10]([CH3:13])([CH3:12])[CH3:11])=[O:8])[C@H:4]([C:14]2[NH:15][C:16]([C:19]3[CH:24]=[CH:23][C:22]([B:25]4[O:29]C(C)(C)C(C)(C)[O:26]4)=[CH:21][CH:20]=3)=[CH:17][N:18]=2)[CH2:3]1.COCCN(S(F)(F)[F:44])CCOC.C(=O)(O)[O-].[Na+]. The catalyst is C(Cl)Cl. The product is [C:10]([O:9][C:7]([N:5]1[CH2:6][C@@H:2]([F:44])[CH2:3][C@H:4]1[C:14]1[NH:15][C:16]([C:19]2[CH:24]=[CH:23][C:22]([B:25]([OH:29])[OH:26])=[CH:21][CH:20]=2)=[CH:17][N:18]=1)=[O:8])([CH3:13])([CH3:12])[CH3:11]. The yield is 0.370. (2) The reactants are [CH3:1][N:2]1[CH:6]=[C:5]([NH:7][C:8]([O:10][CH2:11][CH:12]=[CH2:13])=[O:9])[C:4]([O:14][CH3:15])=[C:3]1[C:16]([O:18]CC)=[O:17].[OH-].[Na+].C(O)C. The catalyst is O. The product is [CH3:1][N:2]1[CH:6]=[C:5]([NH:7][C:8]([O:10][CH2:11][CH:12]=[CH2:13])=[O:9])[C:4]([O:14][CH3:15])=[C:3]1[C:16]([OH:18])=[O:17]. The yield is 0.710. (3) The reactants are [O:1]1[CH2:3][C@@H:2]1[CH2:4][O:5][C:6]1[CH:7]=[C:8]([C:12]2[CH:13]=[CH:14][CH:15]=[C:16]3[C:21]=2[N:20]=[CH:19][CH:18]=[CH:17]3)[CH:9]=[CH:10][CH:11]=1.[CH2:22]1[C:31]2[C:26](=[CH:27][CH:28]=[CH:29][CH:30]=2)[CH2:25][CH2:24][NH:23]1. The catalyst is CCO. The product is [CH2:22]1[C:31]2[C:26](=[CH:27][CH:28]=[CH:29][CH:30]=2)[CH2:25][CH2:24][N:23]1[CH2:3][C@@H:2]([OH:1])[CH2:4][O:5][C:6]1[CH:11]=[CH:10][CH:9]=[C:8]([C:12]2[CH:13]=[CH:14][CH:15]=[C:16]3[C:21]=2[N:20]=[CH:19][CH:18]=[CH:17]3)[CH:7]=1. The yield is 0.268. (4) The catalyst is ClCCl.CS(C)=O. The product is [C:1]1([NH:7][C:8]([C:10]2[CH:15]=[C:14]([N:16]3[CH2:20][CH2:19][C:18](=[O:21])[CH2:17]3)[CH:13]=[CH:12][N:11]=2)=[O:9])[CH:2]=[CH:3][CH:4]=[CH:5][CH:6]=1. The reactants are [C:1]1([NH:7][C:8]([C:10]2[CH:15]=[C:14]([N:16]3[CH2:20][CH2:19][CH:18]([OH:21])[CH2:17]3)[CH:13]=[CH:12][N:11]=2)=[O:9])[CH:6]=[CH:5][CH:4]=[CH:3][CH:2]=1.C(N(C(C)C)CC)(C)C.Cl.C(Cl)(Cl)Cl. The yield is 0.500. (5) The reactants are [C:1]1([C:7]2[N:12]=[C:11]([N:13]3[CH2:18][CH2:17][N:16](C(OC(C)(C)C)=O)[CH2:15][CH2:14]3)[CH:10]=[CH:9][N:8]=2)[CH:6]=[CH:5][CH:4]=[CH:3][CH:2]=1.C(OCC)(=O)C.[ClH:32]. No catalyst specified. The product is [ClH:32].[ClH:32].[C:1]1([C:7]2[N:12]=[C:11]([N:13]3[CH2:18][CH2:17][NH:16][CH2:15][CH2:14]3)[CH:10]=[CH:9][N:8]=2)[CH:2]=[CH:3][CH:4]=[CH:5][CH:6]=1. The yield is 0.780. (6) The reactants are [C:1]([O:5][C:6]([NH:8][CH2:9][CH2:10][CH2:11][NH:12][S:13]([C:16]1[C:21]([Cl:22])=[CH:20][CH:19]=[C:18]([N+:23]([O-:25])=[O:24])[C:17]=1Cl)(=[O:15])=[O:14])=[O:7])([CH3:4])([CH3:3])[CH3:2].[H-].[Na+].[OH2:29]. No catalyst specified. The product is [C:1]([O:5][C:6]([NH:8][CH2:9][CH2:10][CH2:11][NH:12][S:13]([C:16]1[C:21]([Cl:22])=[CH:20][CH:19]=[C:18]([N+:23]([O-:25])=[O:24])[C:17]=1[OH:29])(=[O:15])=[O:14])=[O:7])([CH3:4])([CH3:3])[CH3:2]. The yield is 0.580. (7) The catalyst is C(O)C.[Pd]. The product is [CH:1]1([O:6][C:7]2[CH:12]=[C:11]([CH:10]=[CH:9][C:8]=2[O:16][CH3:17])[NH2:13])[CH2:2][CH2:3][CH2:4][CH2:5]1. The reactants are [CH:1]1([O:6][C:7]2[CH:12]=[C:11]([N+:13]([O-])=O)[CH:10]=[CH:9][C:8]=2[O:16][CH3:17])[CH2:5][CH2:4][CH2:3][CH2:2]1. The yield is 0.950. (8) The reactants are [OH:1][C:2]1[CH:11]=[CH:10][CH:9]=[C:8]2[C:3]=1[CH2:4][CH2:5][CH2:6][C:7]2=[O:12].[Br:13][C:14]1[CH:19]=[CH:18][C:17]([Cl:20])=[CH:16][C:15]=1[CH2:21]Br.C(=O)([O-])[O-].[K+].[K+]. The catalyst is CN(C)C=O.C(OCC)(=O)C. The product is [Br:13][C:14]1[CH:19]=[CH:18][C:17]([Cl:20])=[CH:16][C:15]=1[CH2:21][O:1][C:2]1[CH:11]=[CH:10][CH:9]=[C:8]2[C:3]=1[CH2:4][CH2:5][CH2:6][C:7]2=[O:12]. The yield is 0.940.